From a dataset of Reaction yield outcomes from USPTO patents with 853,638 reactions. Predict the reaction yield, written as a fraction of the theoretical maximum amount of product (1.0 means a 100% yield; for example, 0.34 means a 34% yield). (1) The reactants are [I:1][C:2]1[CH:10]=[C:9]2[C:5]([CH:6]=[CH:7][NH:8]2)=[CH:4][CH:3]=1.[BH3-]C#N.[Na+]. The catalyst is CC(O)=O. The product is [I:1][C:2]1[CH:10]=[C:9]2[C:5]([CH2:6][CH2:7][NH:8]2)=[CH:4][CH:3]=1. The yield is 0.760. (2) The product is [CH2:9]([O:8][C:6]([C:5]1[CH:11]=[CH:12][C:2]([NH:22][CH:23]2[CH2:24][CH2:25][N:26]([C:29]([O:31][C:32]([CH3:35])([CH3:34])[CH3:33])=[O:30])[CH2:27][CH2:28]2)=[C:3]([N+:13]([O-:15])=[O:14])[CH:4]=1)=[O:7])[CH3:10]. No catalyst specified. The yield is 0.840. The reactants are Cl[C:2]1[CH:12]=[CH:11][C:5]([C:6]([O:8][CH2:9][CH3:10])=[O:7])=[CH:4][C:3]=1[N+:13]([O-:15])=[O:14].C([O-])([O-])=O.[K+].[K+].[NH2:22][CH:23]1[CH2:28][CH2:27][N:26]([C:29]([O:31][C:32]([CH3:35])([CH3:34])[CH3:33])=[O:30])[CH2:25][CH2:24]1. (3) The reactants are ClC(Cl)C(O)=O.N[C:8]1[N:9]([C:29]2[C:38]3[C:33](=[CH:34][CH:35]=[CH:36][CH:37]=3)[C:32]([CH:39]3[CH2:41][CH2:40]3)=[CH:31][CH:30]=2)[C:10]([S:13][CH2:14][C:15]([NH:17][C:18]2[CH:23]=[CH:22][C:21]([S:24](=[O:27])(=[O:26])[NH2:25])=[CH:20][C:19]=2[Cl:28])=[O:16])=[N:11][N:12]=1.N([O-])=O.[Na+].[Br:46]CBr. No catalyst specified. The product is [Br:46][C:8]1[N:9]([C:29]2[C:38]3[C:33](=[CH:34][CH:35]=[CH:36][CH:37]=3)[C:32]([CH:39]3[CH2:41][CH2:40]3)=[CH:31][CH:30]=2)[C:10]([S:13][CH2:14][C:15]([NH:17][C:18]2[CH:23]=[CH:22][C:21]([S:24](=[O:27])(=[O:26])[NH2:25])=[CH:20][C:19]=2[Cl:28])=[O:16])=[N:11][N:12]=1. The yield is 0.310. (4) The reactants are [C:1]([SiH2:5][O:6][C:7]([CH3:25])([CH3:24])[CH:8]1[CH2:17][CH2:16][C:15]2[C:10](=[CH:11][C:12]([CH2:18][C:19]([CH3:22])([CH3:21])[CH3:20])=[CH:13][CH:14]=2)[C:9]1=[O:23])([CH3:4])([CH3:3])[CH3:2].B1(C)OC(C2C=CC=CC=2)(C2C=CC=CC=2)[C@H]2N1CCC2.B.CSC. The catalyst is O1CCCC1. The product is [C:1]([SiH2:5][O:6][C:7]([CH3:25])([CH3:24])[CH:8]1[CH2:17][CH2:16][C:15]2[C:10](=[CH:11][C:12]([CH2:18][C:19]([CH3:22])([CH3:21])[CH3:20])=[CH:13][CH:14]=2)[CH:9]1[OH:23])([CH3:4])([CH3:3])[CH3:2]. The yield is 0.700. (5) The reactants are [CH3:1][C:2]1[CH:7]=[C:6]([CH3:8])[NH:5][C:4](=[O:9])[C:3]=1[CH2:10][NH:11][C:12]([C:14]1[CH:15]=[C:16]([C:30]2[CH:35]=[CH:34][C:33]([CH2:36][N:37]3[CH2:42][CH2:41][O:40][CH2:39][CH2:38]3)=[CH:32][CH:31]=2)[CH:17]=[C:18]([N:21]([CH2:28][CH3:29])[CH:22]2[CH2:27][CH2:26][NH:25][CH2:24][CH2:23]2)[C:19]=1[CH3:20])=[O:13].[C:43](O)(=[O:45])[CH3:44].CCN=C=NCCCN(C)C.C1C=CC2N(O)N=NC=2C=1.C(N(CC)CC)C. The catalyst is CN(C=O)C.CO.C(Cl)Cl.O. The product is [C:43]([N:25]1[CH2:24][CH2:23][CH:22]([N:21]([CH2:28][CH3:29])[C:18]2[C:19]([CH3:20])=[C:14]([C:12]([NH:11][CH2:10][C:3]3[C:4](=[O:9])[NH:5][C:6]([CH3:8])=[CH:7][C:2]=3[CH3:1])=[O:13])[CH:15]=[C:16]([C:30]3[CH:35]=[CH:34][C:33]([CH2:36][N:37]4[CH2:38][CH2:39][O:40][CH2:41][CH2:42]4)=[CH:32][CH:31]=3)[CH:17]=2)[CH2:27][CH2:26]1)(=[O:45])[CH3:44]. The yield is 0.373. (6) The reactants are [Si:1]([O:8]S(C(F)(F)F)(=O)=O)([C:4]([CH3:7])([CH3:6])[CH3:5])([CH3:3])[CH3:2].O[C@@H:17]1[N:23]([C:24]([O:26][CH2:27][C:28]2[CH:33]=[CH:32][C:31]([NH:34][C:35](=[O:52])[C@@H:36]([NH:38][C:39](=[O:51])[C@@H:40]([NH:44][C:45]([O:47][CH2:48][CH:49]=[CH2:50])=[O:46])[CH:41]([CH3:43])[CH3:42])[CH3:37])=[CH:30][CH:29]=2)=[O:25])[C:22]2[CH:53]=[C:54]([O:59][Si:60]([CH:67]([CH3:69])[CH3:68])([CH:64]([CH3:66])[CH3:65])[CH:61]([CH3:63])[CH3:62])[C:55]([O:57][CH3:58])=[CH:56][C:21]=2[C:20](=[O:70])[N:19]2[CH:71]=[C:72](/[CH:74]=[CH:75]/[CH3:76])[CH2:73][C@@H:18]12.N1C(C)=CC=CC=1C. The catalyst is C(Cl)Cl. The product is [Si:1]([O:8][C@@H:17]1[N:23]([C:24]([O:26][CH2:27][C:28]2[CH:29]=[CH:30][C:31]([NH:34][C:35](=[O:52])[C@@H:36]([NH:38][C:39](=[O:51])[C@@H:40]([NH:44][C:45]([O:47][CH2:48][CH:49]=[CH2:50])=[O:46])[CH:41]([CH3:42])[CH3:43])[CH3:37])=[CH:32][CH:33]=2)=[O:25])[C:22]2[CH:53]=[C:54]([O:59][Si:60]([CH:61]([CH3:63])[CH3:62])([CH:67]([CH3:69])[CH3:68])[CH:64]([CH3:65])[CH3:66])[C:55]([O:57][CH3:58])=[CH:56][C:21]=2[C:20](=[O:70])[N:19]2[CH:71]=[C:72](/[CH:74]=[CH:75]/[CH3:76])[CH2:73][C@@H:18]12)([C:4]([CH3:7])([CH3:6])[CH3:5])([CH3:3])[CH3:2]. The yield is 0.570. (7) The reactants are [CH:1]1C=CC2N(O)N=NC=2[CH:6]=1.CCN(CC)CC.[C:18]([O:22][C:23]([NH:25][CH:26]([CH2:32][C:33]1[CH:38]=[CH:37][CH:36]=[CH:35][CH:34]=1)[CH:27]([OH:31])[C:28]([OH:30])=[O:29])=[O:24])([CH3:21])([CH3:20])[CH3:19].C1(N)CC1.C(Cl)CCl. The catalyst is C(Cl)Cl. The product is [C:18]([O:22][C:23]([NH:25][CH:26]([CH2:32][C:33]1[CH:34]=[CH:35][CH:36]=[CH:37][CH:38]=1)[CH:27]([OH:31])[C:28]([O:30][CH2:1][CH3:6])=[O:29])=[O:24])([CH3:21])([CH3:19])[CH3:20]. The yield is 0.850. (8) The reactants are [Cl:1][C:2]1[CH:7]=[C:6]([Cl:8])[CH:5]=[CH:4][C:3]=1[C:9]1[N:10]=[C:11](/[CH:14]=[CH:15]/[C:16]2[CH:21]=[CH:20][C:19]([N+:22]([O-:24])=[O:23])=[CH:18][CH:17]=2)[NH:12][CH:13]=1.[CH3:25][O:26][C:27]([C:29]1[CH:34]=[CH:33][C:32]([CH2:35]Br)=[CH:31][CH:30]=1)=[O:28]. No catalyst specified. The product is [CH3:25][O:26][C:27](=[O:28])[C:29]1[CH:34]=[CH:33][C:32]([CH2:35][N:12]2[CH:13]=[C:9]([C:3]3[CH:4]=[CH:5][C:6]([Cl:8])=[CH:7][C:2]=3[Cl:1])[N:10]=[C:11]2/[CH:14]=[CH:15]/[C:16]2[CH:21]=[CH:20][C:19]([N+:22]([O-:24])=[O:23])=[CH:18][CH:17]=2)=[CH:31][CH:30]=1. The yield is 0.270. (9) The reactants are [F:1][C:2]1[CH:10]=[C:9]([N:11]2[C:19]3[CH2:18][C:17]([CH3:21])([CH3:20])[CH2:16][C:15](=[O:22])[C:14]=3[C:13]([CH3:23])=[CH:12]2)[CH:8]=[C:7]([NH:24][C@H:25]2[CH2:29][CH2:28][CH2:27][C@@H:26]2[OH:30])[C:3]=1[C:4]([NH2:6])=[O:5].[C:31]([NH:38][CH2:39][C:40](O)=[O:41])([O:33][C:34]([CH3:37])([CH3:36])[CH3:35])=[O:32].C(Cl)CCl. The catalyst is CN(C1C=CN=CC=1)C.ClCCl. The product is [C:34]([O:33][C:31]([NH:38][CH2:39][C:40]([O:30][C@H:26]1[CH2:27][CH2:28][CH2:29][C@@H:25]1[NH:24][C:7]1[CH:8]=[C:9]([N:11]2[C:19]3[CH2:18][C:17]([CH3:21])([CH3:20])[CH2:16][C:15](=[O:22])[C:14]=3[C:13]([CH3:23])=[CH:12]2)[CH:10]=[C:2]([F:1])[C:3]=1[C:4](=[O:5])[NH2:6])=[O:41])=[O:32])([CH3:37])([CH3:36])[CH3:35]. The yield is 0.980. (10) The reactants are [NH2:1][C:2]1[CH:3]=[C:4]([C:8]2[N:9]([CH2:21][CH3:22])[C:10]3[C:15]([C:16]=2[C:17]#[N:18])=[CH:14][CH:13]=[C:12]([O:19][CH3:20])[CH:11]=3)[CH:5]=[CH:6][CH:7]=1.[C:23]([N:31]=[C:32]=[S:33])(=[O:30])[C:24]1[CH:29]=[CH:28][CH:27]=[CH:26][CH:25]=1. The catalyst is CC(C)=O. The product is [C:23]([NH:31][C:32]([NH:1][C:2]1[CH:7]=[CH:6][CH:5]=[C:4]([C:8]2[N:9]([CH2:21][CH3:22])[C:10]3[C:15]([C:16]=2[C:17]#[N:18])=[CH:14][CH:13]=[C:12]([O:19][CH3:20])[CH:11]=3)[CH:3]=1)=[S:33])(=[O:30])[C:24]1[CH:29]=[CH:28][CH:27]=[CH:26][CH:25]=1. The yield is 0.900.